This data is from Full USPTO retrosynthesis dataset with 1.9M reactions from patents (1976-2016). The task is: Predict the reactants needed to synthesize the given product. (1) Given the product [N:24]1([C:2]2[N:7]3[CH:8]=[C:9]([CH2:11][N:12]([CH3:23])[C@@H:13]4[C:22]5[N:21]=[CH:20][CH:19]=[CH:18][C:17]=5[CH2:16][CH2:15][CH2:14]4)[N:10]=[C:6]3[CH:5]=[CH:4][CH:3]=2)[CH2:30][CH2:29][CH2:28][NH:27][CH2:26][CH2:25]1, predict the reactants needed to synthesize it. The reactants are: F[C:2]1[N:7]2[CH:8]=[C:9]([CH2:11][N:12]([CH3:23])[C@@H:13]3[C:22]4[N:21]=[CH:20][CH:19]=[CH:18][C:17]=4[CH2:16][CH2:15][CH2:14]3)[N:10]=[C:6]2[CH:5]=[CH:4][CH:3]=1.[NH:24]1[CH2:30][CH2:29][CH2:28][NH:27][CH2:26][CH2:25]1. (2) Given the product [O:17]1[CH2:18][CH2:19][N:14]([C:4]2[N:5]=[C:6]([N:8]3[CH2:13][CH2:12][O:11][CH2:10][CH2:9]3)[N:7]=[C:2]([C:25]3[CH:26]=[CH:27][C:22]([C:20]#[N:21])=[CH:23][CH:24]=3)[N:3]=2)[CH2:15][CH2:16]1, predict the reactants needed to synthesize it. The reactants are: Cl[C:2]1[N:7]=[C:6]([N:8]2[CH2:13][CH2:12][O:11][CH2:10][CH2:9]2)[N:5]=[C:4]([N:14]2[CH2:19][CH2:18][O:17][CH2:16][CH2:15]2)[N:3]=1.[C:20]([C:22]1[CH:27]=[CH:26][C:25](B2OC(C)(C)C(C)(C)O2)=[CH:24][CH:23]=1)#[N:21]. (3) Given the product [CH:2]([NH:4][CH2:6][C:7]1[C:16]2[C:11](=[CH:12][CH:13]=[CH:14][CH:15]=2)[NH:10][C:9](=[O:17])[CH:8]=1)([CH3:3])[CH3:1], predict the reactants needed to synthesize it. The reactants are: [CH3:1][CH:2]([NH2:4])[CH3:3].Br[CH2:6][C:7]1[C:16]2[C:11](=[CH:12][CH:13]=[CH:14][CH:15]=2)[NH:10][C:9](=[O:17])[CH:8]=1.C([O-])([O-])=O.[K+].[K+]. (4) Given the product [C:34]([O:33][C:31]([NH:30][C@@H:10]([CH2:11][CH2:12][C:13]1[N:17]([C:18]2[CH:23]=[CH:22][CH:21]=[CH:20][CH:19]=2)[C:16]2[CH:24]=[C:25]([Cl:29])[C:26]([Cl:28])=[CH:27][C:15]=2[N:14]=1)[C:9]([NH:77][O:76][C:57]([C:58]1[CH:63]=[CH:62][CH:61]=[CH:60][CH:59]=1)([C:70]1[CH:71]=[CH:72][CH:73]=[CH:74][CH:75]=1)[C:64]1[CH:65]=[CH:66][CH:67]=[CH:68][CH:69]=1)=[O:38])=[O:32])([CH3:35])([CH3:36])[CH3:37], predict the reactants needed to synthesize it. The reactants are: C(O[C:9](=[O:38])[C@@H:10]([NH:30][C:31]([O:33][C:34]([CH3:37])([CH3:36])[CH3:35])=[O:32])[CH2:11][CH2:12][C:13]1[N:17]([C:18]2[CH:23]=[CH:22][CH:21]=[CH:20][CH:19]=2)[C:16]2[CH:24]=[C:25]([Cl:29])[C:26]([Cl:28])=[CH:27][C:15]=2[N:14]=1)C1C=CC=CC=1.C(=O)([O-])[O-].[K+].[K+].CCN=C=NCCCN(C)C.Cl.[C:57]([O:76][NH2:77])([C:70]1[CH:75]=[CH:74][CH:73]=[CH:72][CH:71]=1)([C:64]1[CH:69]=[CH:68][CH:67]=[CH:66][CH:65]=1)[C:58]1[CH:63]=[CH:62][CH:61]=[CH:60][CH:59]=1. (5) The reactants are: C([O:3][CH:4](OCC)[CH2:5][N:6]([CH2:20][CH2:21][C:22]1[CH:27]=[CH:26][CH:25]=[CH:24][CH:23]=1)[C:7](=[O:19])[CH2:8][CH2:9][O:10][CH2:11][CH2:12][C:13]1[CH:18]=[CH:17][CH:16]=[CH:15][CH:14]=1)C.Cl.ClCCl. Given the product [O:3]=[CH:4][CH2:5][N:6]([CH2:20][CH2:21][C:22]1[CH:23]=[CH:24][CH:25]=[CH:26][CH:27]=1)[C:7](=[O:19])[CH2:8][CH2:9][O:10][CH2:11][CH2:12][C:13]1[CH:14]=[CH:15][CH:16]=[CH:17][CH:18]=1, predict the reactants needed to synthesize it. (6) Given the product [CH3:20][N:21]([CH3:30])[C:22]1[CH:23]=[C:24]([C:25]2[NH:1][C:2]3=[N:3][CH:4]=[CH:5][C:6]([NH:9][C@@H:10]4[C@@H:15]5[CH2:16][C@@H:12]([CH:13]=[CH:14]5)[C@@H:11]4[C:17]([NH2:19])=[O:18])=[C:7]3[N:8]=2)[CH:27]=[CH:28][CH:29]=1, predict the reactants needed to synthesize it. The reactants are: [NH2:1][C:2]1[C:7]([NH2:8])=[C:6]([NH:9][C@@H:10]2[C@@H:15]3[CH2:16][C@@H:12]([CH:13]=[CH:14]3)[C@@H:11]2[C:17]([NH2:19])=[O:18])[CH:5]=[CH:4][N:3]=1.[CH3:20][N:21]([CH3:30])[C:22]1[CH:23]=[C:24]([CH:27]=[CH:28][CH:29]=1)[CH:25]=O.C([O-])(=O)C.[NH4+]. (7) The reactants are: Br[C:2]1[N:7]=[N:6][C:5]([NH2:8])=[N:4][C:3]=1[C:9]1[CH:14]=[CH:13][CH:12]=[CH:11][CH:10]=1.[Cl:15][C:16]1[CH:17]=[C:18](B(O)O)[CH:19]=[C:20]([O:22][CH3:23])[CH:21]=1. Given the product [Cl:15][C:16]1[CH:17]=[C:18]([C:2]2[N:7]=[N:6][C:5]([NH2:8])=[N:4][C:3]=2[C:9]2[CH:14]=[CH:13][CH:12]=[CH:11][CH:10]=2)[CH:19]=[C:20]([O:22][CH3:23])[CH:21]=1, predict the reactants needed to synthesize it.